From a dataset of Forward reaction prediction with 1.9M reactions from USPTO patents (1976-2016). Predict the product of the given reaction. (1) Given the reactants [N+](C1C=CC(S(O[C:14]2[CH2:18][CH:17]([C:19](=[O:36])[NH:20][C:21]3[CH:26]=[CH:25][C:24]([Cl:27])=[CH:23][C:22]=3[C:28](=[O:35])[NH:29][CH:30]([CH:32]3[CH2:34][CH2:33]3)[CH3:31])[N:16]([C:37]3[C:42]([Cl:43])=[CH:41][CH:40]=[CH:39][N:38]=3)[N:15]=2)(=O)=O)=CC=1)([O-])=O.C(O)(=O)C.[BrH:48].C(OCC)(=O)C.[OH-].[Na+], predict the reaction product. The product is: [Cl:27][C:24]1[CH:25]=[CH:26][C:21]([NH:20][C:19]([CH:17]2[N:16]([C:37]3[C:42]([Cl:43])=[CH:41][CH:40]=[CH:39][N:38]=3)[N:15]=[C:14]([Br:48])[CH2:18]2)=[O:36])=[C:22]([C:28](=[O:35])[NH:29][CH:30]([CH:32]2[CH2:34][CH2:33]2)[CH3:31])[CH:23]=1. (2) The product is: [CH3:38][N:39]([CH3:46])[CH2:40]/[CH:41]=[CH:42]/[C:31]([NH:30][C@H:28]1[CH2:27][C@H:26]([N:10]2[C:3]3[C:2]([O:24][C:21]4[CH:20]=[CH:19][C:18]([O:11][C:12]5[CH:17]=[CH:16][CH:15]=[CH:14][CH:13]=5)=[CH:23][CH:22]=4)=[N:7][CH:6]=[N:5][C:4]=3[CH:8]=[CH:9]2)[CH2:29]1)=[O:37]. Given the reactants Cl[C:2]1[C:3]2[NH:10][CH:9]=[CH:8][C:4]=2[N:5]=[CH:6][N:7]=1.[O:11]([C:18]1[CH:23]=[CH:22][C:21]([OH:24])=[CH:20][CH:19]=1)[C:12]1[CH:17]=[CH:16][CH:15]=[CH:14][CH:13]=1.O[C@@H:26]1[CH2:29][C@H:28]([NH:30][C:31](=[O:37])OC(C)(C)C)[CH2:27]1.[CH3:38][N:39]([CH3:46])[CH2:40]/[CH:41]=[CH:42]/C(O)=O, predict the reaction product. (3) Given the reactants C([O:8][C:9]1[CH:14]=[CH:13][C:12](/[CH:15]=[CH:16]/[C:17]([O:19][C:20]([CH3:23])([CH3:22])[CH3:21])=[O:18])=[C:11]([CH3:24])[C:10]=1[CH3:25])C1C=CC=CC=1, predict the reaction product. The product is: [OH:8][C:9]1[CH:14]=[CH:13][C:12]([CH2:15][CH2:16][C:17]([O:19][C:20]([CH3:21])([CH3:22])[CH3:23])=[O:18])=[C:11]([CH3:24])[C:10]=1[CH3:25]. (4) Given the reactants [Cl:1][C:2]1[C:3]([F:37])=[C:4]([C@@H:8]2[C@:12]([C:15]3[CH:20]=[CH:19][C:18]([Cl:21])=[CH:17][C:16]=3[F:22])([C:13]#[N:14])[C@H:11]([CH2:23][C:24]([CH3:27])([CH3:26])[CH3:25])[CH2:10][N:9]2[C:28]([NH:30][CH2:31][CH2:32][CH2:33][C:34]([OH:36])=O)=[O:29])[CH:5]=[CH:6][CH:7]=1.CC[N:40](C(C)C)C(C)C.CN(C(ON1N=NC2C=CC=NC1=2)=[N+](C)C)C.F[P-](F)(F)(F)(F)F.[Cl-].[NH4+], predict the reaction product. The product is: [C:34]([CH2:33][CH2:32][CH2:31][NH:30][C:28]([N:9]1[CH2:10][CH:11]([CH2:23][C:24]([CH3:25])([CH3:26])[CH3:27])[C:12]([C:15]2[CH:20]=[CH:19][C:18]([Cl:21])=[CH:17][C:16]=2[F:22])([C:13]#[N:14])[CH:8]1[C:4]1[CH:5]=[CH:6][CH:7]=[C:2]([Cl:1])[C:3]=1[F:37])=[O:29])(=[O:36])[NH2:40]. (5) The product is: [C:1]([N:8]1[CH2:13][CH2:12][N:11]([C:14]2[CH:19]=[CH:18][CH:17]=[CH:16][C:15]=2[NH:20][S:29]([CH3:28])(=[O:31])=[O:30])[CH2:10][CH2:9]1)([O:3][C:4]([CH3:7])([CH3:6])[CH3:5])=[O:2]. Given the reactants [C:1]([N:8]1[CH2:13][CH2:12][N:11]([C:14]2[CH:19]=[CH:18][CH:17]=[CH:16][C:15]=2[NH2:20])[CH2:10][CH2:9]1)([O:3][C:4]([CH3:7])([CH3:6])[CH3:5])=[O:2].C(N(CC)CC)C.[CH3:28][S:29](Cl)(=[O:31])=[O:30], predict the reaction product. (6) Given the reactants [CH3:1][C:2]1[C:6]([CH2:7][N:8]2[CH:12]=[C:11]([N:13]3[C:17](=[O:18])[CH2:16][NH:15][C:14]3=[O:19])[CH:10]=[N:9]2)=[C:5]([CH3:20])[O:4][N:3]=1.[Cl:21][C:22]1[CH:23]=[C:24]([CH:28]=[CH:29][CH:30]=1)[CH2:25][CH2:26]Br, predict the reaction product. The product is: [Cl:21][C:22]1[CH:23]=[C:24]([CH:28]=[CH:29][CH:30]=1)[CH2:25][CH2:26][N:15]1[CH2:16][C:17](=[O:18])[N:13]([C:11]2[CH:10]=[N:9][N:8]([CH2:7][C:6]3[C:2]([CH3:1])=[N:3][O:4][C:5]=3[CH3:20])[CH:12]=2)[C:14]1=[O:19].